This data is from Forward reaction prediction with 1.9M reactions from USPTO patents (1976-2016). The task is: Predict the product of the given reaction. (1) The product is: [NH2:12][C:11]1[CH:19]=[CH:20][C:8]([O:1][C:2]2[CH:3]=[CH:4][CH:5]=[CH:6][CH:7]=2)=[CH:9][C:10]=1[S:15]([NH2:14])(=[O:16])=[O:17]. Given the reactants [O:1]([C:8]1[CH:20]=[CH:19][C:11]2[NH:12]C(=O)[NH:14][S:15](=[O:17])(=[O:16])[C:10]=2[CH:9]=1)[C:2]1[CH:7]=[CH:6][CH:5]=[CH:4][CH:3]=1.[OH-].[Na+], predict the reaction product. (2) Given the reactants O[Li].O.C([O:6][C:7]([C:9]1[CH:10]=[N:11][N:12]([C:14]2[NH:18][C:17]3[CH:19]=[C:20]([Cl:25])[C:21]([Cl:24])=[C:22]([Br:23])[C:16]=3[N:15]=2)[CH:13]=1)=[O:8])C.C1COCC1, predict the reaction product. The product is: [Br:23][C:22]1[C:16]2[N:15]=[C:14]([N:12]3[CH:13]=[C:9]([C:7]([OH:8])=[O:6])[CH:10]=[N:11]3)[NH:18][C:17]=2[CH:19]=[C:20]([Cl:25])[C:21]=1[Cl:24]. (3) The product is: [CH:11](=[C:2]([C:3]([CH2:8][OH:9])([CH2:6][OH:7])[CH2:4][OH:5])[OH:1])[C:12]1[CH:17]=[CH:16][CH:15]=[CH:14][CH:13]=1. Given the reactants [OH:1][CH2:2][C:3]([CH2:8][OH:9])([CH2:6][OH:7])[CH2:4][OH:5].Cl.[CH:11](=O)[C:12]1[CH:17]=[CH:16][CH:15]=[CH:14][CH:13]=1, predict the reaction product. (4) Given the reactants [CH2:1]([O:8][C:9]1[CH:18]=[CH:17][CH:16]=[C:15]2[C:10]=1[CH2:11][CH2:12][CH2:13][C@@H:14]2[C:19]([N:21]([C:28]1[CH:29]=[N:30][C:31]([CH:34]([CH3:36])[CH3:35])=[CH:32][CH:33]=1)[CH2:22][C:23]1[CH:24]=[N:25][NH:26][CH:27]=1)=[O:20])[C:2]1[CH:7]=[CH:6][CH:5]=[CH:4][CH:3]=1.CN(C)C=O.[CH2:42](I)[CH3:43].C(=O)([O-])[O-].[K+].[K+], predict the reaction product. The product is: [CH2:1]([O:8][C:9]1[CH:18]=[CH:17][CH:16]=[C:15]2[C:10]=1[CH2:11][CH2:12][CH2:13][C@@H:14]2[C:19]([N:21]([CH2:22][C:23]1[CH:24]=[N:25][N:26]([CH2:42][CH3:43])[CH:27]=1)[C:28]1[CH:29]=[N:30][C:31]([CH:34]([CH3:36])[CH3:35])=[CH:32][CH:33]=1)=[O:20])[C:2]1[CH:7]=[CH:6][CH:5]=[CH:4][CH:3]=1. (5) The product is: [CH:1]1([C@@H:7]([NH:9][C:10]([C:12]2[C:21]3[C:16](=[CH:17][CH:18]=[CH:19][CH:20]=3)[N:15]=[C:14]([C:22]3[S:23][CH:24]=[CH:25][CH:26]=3)[C:13]=2[CH2:27][N:28]2[CH2:33][CH2:32][N:31]([CH2:34][CH2:35][C:36]([N:40]3[CH2:45][CH2:44][O:43][CH2:42][CH2:41]3)=[O:38])[C:30](=[O:39])[CH2:29]2)=[O:11])[CH3:8])[CH2:6][CH2:5][CH2:4][CH2:3][CH2:2]1. Given the reactants [CH:1]1([C@@H:7]([NH:9][C:10]([C:12]2[C:21]3[C:16](=[CH:17][CH:18]=[CH:19][CH:20]=3)[N:15]=[C:14]([C:22]3[S:23][CH:24]=[CH:25][CH:26]=3)[C:13]=2[CH2:27][N:28]2[CH2:33][CH2:32][N:31]([CH2:34][CH2:35][C:36]([OH:38])=O)[C:30](=[O:39])[CH2:29]2)=[O:11])[CH3:8])[CH2:6][CH2:5][CH2:4][CH2:3][CH2:2]1.[NH:40]1[CH2:45][CH2:44][O:43][CH2:42][CH2:41]1, predict the reaction product. (6) Given the reactants C1(S([N:10]2[C:14]3[N:15]=[CH:16][N:17]=[C:18]([N:19]4[CH2:24][CH2:23][CH:22]([C:25]5[NH:26][C:27]([C:34]6[CH:39]=[CH:38][C:37]([CH3:40])=[CH:36][CH:35]=6)=[C:28]([C:30]([F:33])([F:32])[F:31])[N:29]=5)[CH2:21][CH2:20]4)[C:13]=3[CH:12]=[C:11]2[C:41]2[CH:46]=[CH:45][N:44]=[C:43]([O:47][CH3:48])[CH:42]=2)(=O)=O)C=CC=CC=1.[OH-].[K+], predict the reaction product. The product is: [CH3:48][O:47][C:43]1[CH:42]=[C:41]([C:11]2[NH:10][C:14]3[N:15]=[CH:16][N:17]=[C:18]([N:19]4[CH2:20][CH2:21][CH:22]([C:25]5[NH:26][C:27]([C:34]6[CH:35]=[CH:36][C:37]([CH3:40])=[CH:38][CH:39]=6)=[C:28]([C:30]([F:33])([F:32])[F:31])[N:29]=5)[CH2:23][CH2:24]4)[C:13]=3[CH:12]=2)[CH:46]=[CH:45][N:44]=1. (7) Given the reactants C([O:3][C:4](=[O:19])[C:5]([OH:18])([CH3:17])[C:6]([NH:8][CH2:9][C:10]([F:16])([F:15])[C:11]([F:14])([F:13])[F:12])=[O:7])C.[OH-].[Li+], predict the reaction product. The product is: [OH:18][C:5]([CH3:17])([C:6]([NH:8][CH2:9][C:10]([F:15])([F:16])[C:11]([F:12])([F:14])[F:13])=[O:7])[C:4]([OH:19])=[O:3].